Predict which catalyst facilitates the given reaction. From a dataset of Catalyst prediction with 721,799 reactions and 888 catalyst types from USPTO. (1) Reactant: [Br:1][C:2]1[CH:3]=[CH:4][C:5]([NH:8][NH2:9])=[N:6][CH:7]=1.O=[C:11]([C:23]1[CH:28]=[CH:27][CH:26]=[CH:25][CH:24]=1)[CH2:12][C:13]1[O:17][C:16]([CH2:18][NH:19][C:20](=[O:22])[CH3:21])=[CH:15][CH:14]=1.C1(C)C=CC(S(O)(=O)=O)=CC=1. Product: [Br:1][C:2]1[CH:3]=[CH:4][C:5]([NH:8][N:9]=[C:11]([C:23]2[CH:28]=[CH:27][CH:26]=[CH:25][CH:24]=2)[CH2:12][C:13]2[O:17][C:16]([CH2:18][NH:19][C:20](=[O:22])[CH3:21])=[CH:15][CH:14]=2)=[N:6][CH:7]=1. The catalyst class is: 48. (2) Reactant: [C:1]([O:5][C:6]([N:8]1[CH2:13][CH2:12][CH2:11][CH:10](S(C2C=CC=CC=2)(=O)=O)[C:9]1=[O:23])=[O:7])([CH3:4])([CH3:3])[CH3:2]. Product: [C:1]([O:5][C:6]([N:8]1[C:9](=[O:23])[CH:10]=[CH:11][CH2:12][CH2:13]1)=[O:7])([CH3:4])([CH3:2])[CH3:3]. The catalyst class is: 11. (3) Reactant: [CH:1]([N:4]1[C:8]([C:9]2[CH:14]=[C:13]([CH:15]([CH3:17])[CH3:16])[C:12]([O:18][CH2:19][O:20][CH3:21])=[CH:11][C:10]=2[O:22][CH2:23][O:24][CH3:25])=[N:7][NH:6][C:5]1=[S:26])([CH3:3])[CH3:2].[C:27](=O)([O-])[O-].[K+].[K+].CI. Product: [CH:1]([N:4]1[C:5]([S:26][CH3:27])=[N:6][N:7]=[C:8]1[C:9]1[CH:14]=[C:13]([CH:15]([CH3:17])[CH3:16])[C:12]([O:18][CH2:19][O:20][CH3:21])=[CH:11][C:10]=1[O:22][CH2:23][O:24][CH3:25])([CH3:2])[CH3:3]. The catalyst class is: 8. (4) Reactant: [H-].[Na+].C([N-]C(C)C)(C)C.[Li+].C([O:13][C:14]([C:16]1[C:20]([C:21]2[CH:26]=[C:25]([CH3:27])[CH:24]=[C:23]([CH3:28])[CH:22]=2)=[CH:19][S:18][C:17]=1[NH:29][C:30](=[O:34])[CH2:31][C:32]#[N:33])=O)C. Product: [CH3:27][C:25]1[CH:26]=[C:21]([C:20]2[C:16]3[C:14]([OH:13])=[C:31]([C:32]#[N:33])[C:30](=[O:34])[NH:29][C:17]=3[S:18][CH:19]=2)[CH:22]=[C:23]([CH3:28])[CH:24]=1. The catalyst class is: 1. (5) Reactant: [C:1]12[C:7](=[CH:8][CH:9]=[N:10][CH:11]=1)[NH:6][C:5](=[O:12])[O:4][C:2]2=[O:3].[CH2:13](Br)[CH:14]=[CH2:15].C(N(CC)CC)C.C(Cl)(Cl)Cl. Product: [CH2:15]([N:6]1[C:5](=[O:12])[O:4][C:2](=[O:3])[C:1]2=[CH:11][N:10]=[CH:9][CH:8]=[C:7]12)[CH:14]=[CH2:13]. The catalyst class is: 3.